From a dataset of Forward reaction prediction with 1.9M reactions from USPTO patents (1976-2016). Predict the product of the given reaction. (1) Given the reactants C([O:3][C:4](=[O:29])[C:5]1[CH:10]=[C:9]([C:11]2[CH:16]=[CH:15][C:14]([Cl:17])=[CH:13][CH:12]=2)[C:8]([C:18]2[CH:23]=[CH:22][C:21]([C:24]([F:27])([F:26])[F:25])=[CH:20][CH:19]=2)=[N:7][C:6]=1[CH3:28])C.[Li+].[OH-].Cl, predict the reaction product. The product is: [Cl:17][C:14]1[CH:13]=[CH:12][C:11]([C:9]2[C:8]([C:18]3[CH:23]=[CH:22][C:21]([C:24]([F:27])([F:25])[F:26])=[CH:20][CH:19]=3)=[N:7][C:6]([CH3:28])=[C:5]([CH:10]=2)[C:4]([OH:29])=[O:3])=[CH:16][CH:15]=1. (2) Given the reactants [Cl:1][C:2]1[C:10]([C:11]2[CH:15]3[CH2:16][CH2:17][O:18][CH:14]3[O:13][N:12]=2)=[C:9]([S:19]([CH2:22][CH3:23])(=[O:21])=[O:20])[CH:8]=[CH:7][C:3]=1[C:4]([OH:6])=[O:5].[C:24]1(=O)[CH2:29][CH2:28][CH2:27][C:26](=[O:30])[CH2:25]1, predict the reaction product. The product is: [Cl:1][C:2]1[C:10]([C:11]2[CH:15]3[CH2:16][CH2:17][O:18][CH:14]3[O:13][N:12]=2)=[C:9]([S:19]([CH2:22][CH3:23])(=[O:21])=[O:20])[CH:8]=[CH:7][C:3]=1[C:4]([O:6][C:24]1[CH2:29][CH2:28][CH2:27][C:26](=[O:30])[CH:25]=1)=[O:5]. (3) Given the reactants [CH2:1]([N:8]1[CH2:14][CH2:13][C:12]2[C:15](Cl)=[N:16][CH:17]=[N:18][C:11]=2[CH2:10][CH2:9]1)[C:2]1[CH:7]=[CH:6][CH:5]=[CH:4][CH:3]=1.Cl.Cl.[CH:22]1([N:26]2[CH2:31][CH2:30][NH:29][CH2:28][CH2:27]2)[CH2:25][CH2:24][CH2:23]1.C([O-])([O-])=O.[K+].[K+].O, predict the reaction product. The product is: [CH2:1]([N:8]1[CH2:14][CH2:13][C:12]2[C:15]([N:29]3[CH2:30][CH2:31][N:26]([CH:22]4[CH2:25][CH2:24][CH2:23]4)[CH2:27][CH2:28]3)=[N:16][CH:17]=[N:18][C:11]=2[CH2:10][CH2:9]1)[C:2]1[CH:7]=[CH:6][CH:5]=[CH:4][CH:3]=1. (4) Given the reactants [I:1][C:2]1[CH:3]=[C:4]([CH:8]=[CH:9][CH:10]=1)[C:5]([OH:7])=[O:6].[CH3:11][C:12](OC(OC(O[C:12]([CH3:14])([CH3:13])[CH3:11])=O)=O)([CH3:14])[CH3:13], predict the reaction product. The product is: [I:1][C:2]1[CH:3]=[C:4]([CH:8]=[CH:9][CH:10]=1)[C:5]([O:7][C:12]([CH3:14])([CH3:13])[CH3:11])=[O:6].